This data is from Forward reaction prediction with 1.9M reactions from USPTO patents (1976-2016). The task is: Predict the product of the given reaction. The product is: [C:1]([C:4]1[CH:5]=[CH:6][C:7]([C:28]2[CH2:33][CH2:32][C:31]([CH3:35])([CH3:34])[CH2:30][CH:29]=2)=[C:8]([NH:10][C:11]([C:13]2[NH:14][CH:15]=[C:16]([C:18]#[N:19])[N:17]=2)=[O:12])[CH:9]=1)(=[O:3])[CH3:2]. Given the reactants [C:1]([C:4]1[CH:5]=[CH:6][C:7]([C:28]2[CH2:33][CH2:32][C:31]([CH3:35])([CH3:34])[CH2:30][CH:29]=2)=[C:8]([NH:10][C:11]([C:13]2[N:14](COCC[Si](C)(C)C)[CH:15]=[C:16]([C:18]#[N:19])[N:17]=2)=[O:12])[CH:9]=1)(=[O:3])[CH3:2], predict the reaction product.